From a dataset of Reaction yield outcomes from USPTO patents with 853,638 reactions. Predict the reaction yield, written as a fraction of the theoretical maximum amount of product (1.0 means a 100% yield; for example, 0.34 means a 34% yield). The reactants are [CH2:1]1[CH2:5][O:4][CH2:3][CH2:2]1.[F:6][C:7]1[CH:12]=[CH:11][C:10]([OH:13])=[CH:9][CH:8]=1.C(O[CH2:17][CH3:18])C. No catalyst specified. The product is [F:6][C:7]1[CH:12]=[CH:11][C:10]([O:13][C@H:18]2[CH:17]=[CH:5][C:1]3[C:2](=[CH:5][CH:1]=[CH:2][CH:3]=3)[C@@H:3]2[OH:4])=[CH:9][CH:8]=1. The yield is 0.920.